Dataset: Catalyst prediction with 721,799 reactions and 888 catalyst types from USPTO. Task: Predict which catalyst facilitates the given reaction. (1) Reactant: Cl.[Cl:2][C:3]1[CH:4]=[C:5]([NH:10][NH2:11])[CH:6]=[C:7]([Cl:9])[CH:8]=1.[C:12]([O:17][CH2:18][CH3:19])(=[O:16])[C:13]([CH3:15])=O. Product: [Cl:2][C:3]1[CH:4]=[C:5]([NH:10][NH:11][CH:13]([CH3:15])[C:12]([O:17][CH2:18][CH3:19])=[O:16])[CH:6]=[C:7]([Cl:9])[CH:8]=1. The catalyst class is: 8. (2) Product: [CH3:14][C:12]1([CH3:15])[CH2:11][CH:10]([C:16]2[O:17][N:28]=[C:25]([C:24]3[NH:30][CH:27]=[CH:22][CH:23]=3)[N:26]=2)[CH2:9][N:8]([C:6]([C:5]2[CH:4]=[CH:3][C:2]([F:1])=[CH:20][CH:19]=2)=[O:7])[CH2:13]1. Reactant: [F:1][C:2]1[CH:20]=[CH:19][C:5]([C:6]([N:8]2[CH2:13][C:12]([CH3:15])([CH3:14])[CH2:11][CH:10]([C:16]([O-])=[O:17])[CH2:9]2)=[O:7])=[CH:4][CH:3]=1.[Li+].[CH:22]1[CH:27]=[N:26][C:25]2[N:28](O)N=[N:30][C:24]=2[CH:23]=1.CCN=C=NCCCN(C)C.Cl.ONC(C1NC=CC=1)=N.C(N(CC)CC)C. The catalyst class is: 12. (3) Reactant: C1C(=O)N(Br)C(=O)C1.[Br:9][C:10]1[C:14]2[CH:15]=[C:16]([C:19]3[CH:24]=[CH:23][CH:22]=[CH:21][CH:20]=3)[CH:17]=[CH:18][C:13]=2[S:12][CH:11]=1.[N+:25]([O-])([OH:27])=[O:26].C(O)(C(F)(F)F)=O.S(=O)(=O)(O)O. Product: [Br:9][C:10]1[C:14]2[CH:15]=[C:16]([C:19]3[CH:24]=[CH:23][CH:22]=[CH:21][CH:20]=3)[CH:17]=[CH:18][C:13]=2[S:12][C:11]=1[N+:25]([O-:27])=[O:26]. The catalyst class is: 671. (4) Reactant: [N:1]([C:4]1[CH:9]=[CH:8][CH:7]=[CH:6][N:5]=1)=[C:2]=[O:3].[H-].[Na+].[CH2:12]([O:14][C:15](=[O:32])[CH:16]([C:22]([NH:24][CH2:25][C:26]1[CH:31]=[CH:30][CH:29]=[CH:28][CH:27]=1)=[O:23])[C:17](OCC)=[O:18])[CH3:13]. Product: [OH:18][C:17]1[N:1]([C:4]2[CH:9]=[CH:8][CH:7]=[CH:6][N:5]=2)[C:2](=[O:3])[N:24]([CH2:25][C:26]2[CH:27]=[CH:28][CH:29]=[CH:30][CH:31]=2)[C:22](=[O:23])[C:16]=1[C:15]([O:14][CH2:12][CH3:13])=[O:32]. The catalyst class is: 346. (5) Product: [CH3:5][C:2]([C:6]1[CH:11]=[CH:10][C:9]([S:12]([NH:15][C:16]2[CH:20]=[CH:19][S:18][C:17]=2[C:21]([OH:23])=[O:22])(=[O:13])=[O:14])=[CH:8][CH:7]=1)([CH3:1])[CH2:3][CH3:4]. Reactant: [CH3:1][C:2]([C:6]1[CH:11]=[CH:10][C:9]([S:12]([NH:15][C:16]2[CH:20]=[CH:19][S:18][C:17]=2[C:21]([O:23]C)=[O:22])(=[O:14])=[O:13])=[CH:8][CH:7]=1)([CH3:5])[CH2:3][CH3:4].[OH-].[Na+]. The catalyst class is: 5. (6) Reactant: [Br-].[CH3:2][N:3]([CH3:25])[CH2:4][CH2:5][P+](C1C=CC=CC=1)(C1C=CC=CC=1)C1C=CC=CC=1.C[Si]([N-][Si](C)(C)C)(C)C.[Li+].[C:36]([O:40][C:41](=[O:61])[NH:42][C:43]1[CH:48]=[CH:47][CH:46]=[C:45]([C:49]2[CH:54]=[C:53]([CH2:55][CH3:56])[C:52]([CH:57]=O)=[CH:51][C:50]=2[O:59][CH3:60])[N:44]=1)([CH3:39])([CH3:38])[CH3:37].ClCCl. Product: [C:36]([O:40][C:41](=[O:61])[NH:42][C:43]1[CH:48]=[CH:47][CH:46]=[C:45]([C:49]2[CH:54]=[C:53]([CH2:55][CH3:56])[C:52]([CH:57]=[CH:5][CH2:4][N:3]([CH3:25])[CH3:2])=[CH:51][C:50]=2[O:59][CH3:60])[N:44]=1)([CH3:37])([CH3:38])[CH3:39]. The catalyst class is: 1. (7) The catalyst class is: 4. Reactant: [CH3:1][C:2]1[CH:8]=[C:7]([CH2:9][O:10][CH3:11])[CH:6]=[C:5]([CH3:12])[C:3]=1[NH2:4].CCN(C(C)C)C(C)C.[C:22](Cl)(Cl)=[O:23]. Product: [N:4]([C:3]1[C:5]([CH3:12])=[CH:6][C:7]([CH2:9][O:10][CH3:11])=[CH:8][C:2]=1[CH3:1])=[C:22]=[O:23]. (8) Reactant: [CH3:1][O:2][C:3]1[CH:8]=[CH:7][C:6]([CH:9]2[C:18]3[C:13](=[CH:14][C:15]([O:19][CH:20]4[CH2:25][CH2:24][NH:23][CH2:22][CH2:21]4)=[CH:16][CH:17]=3)[CH2:12][N:11]([CH3:26])[CH2:10]2)=[CH:5][CH:4]=1.C([O-])([O-])=O.[K+].[K+].Br[CH2:34][CH2:35][F:36]. Product: [F:36][CH2:35][CH2:34][N:23]1[CH2:24][CH2:25][CH:20]([O:19][C:15]2[CH:14]=[C:13]3[C:18]([CH:9]([C:6]4[CH:5]=[CH:4][C:3]([O:2][CH3:1])=[CH:8][CH:7]=4)[CH2:10][N:11]([CH3:26])[CH2:12]3)=[CH:17][CH:16]=2)[CH2:21][CH2:22]1. The catalyst class is: 163. (9) Reactant: [Si:1]([O:8][CH2:9][C:10]1[N:15]=[CH:14][C:13]2[N:16]([C:19]3[S:23][C:22]([C:24]([O:26][CH3:27])=[O:25])=[C:21]([OH:28])[CH:20]=3)[CH:17]=[N:18][C:12]=2[CH:11]=1)([C:4]([CH3:7])([CH3:6])[CH3:5])([CH3:3])[CH3:2].[Cl:29][C:30]1[CH:35]=[CH:34][CH:33]=[CH:32][C:31]=1[CH:36](O)[CH3:37].C1(P(C2C=CC=CC=2)C2C=CC=CC=2)C=CC=CC=1.N(C(OC(C)(C)C)=O)=NC(OC(C)(C)C)=O. Product: [Si:1]([O:8][CH2:9][C:10]1[N:15]=[CH:14][C:13]2[N:16]([C:19]3[S:23][C:22]([C:24]([O:26][CH3:27])=[O:25])=[C:21]([O:28][CH:36]([C:31]4[CH:32]=[CH:33][CH:34]=[CH:35][C:30]=4[Cl:29])[CH3:37])[CH:20]=3)[CH:17]=[N:18][C:12]=2[CH:11]=1)([C:4]([CH3:5])([CH3:6])[CH3:7])([CH3:2])[CH3:3]. The catalyst class is: 4.